Dataset: Catalyst prediction with 721,799 reactions and 888 catalyst types from USPTO. Task: Predict which catalyst facilitates the given reaction. (1) Reactant: C[O:2][C:3]([C:5]1[S:14][C:8]2=[N:9][CH:10]=[C:11]([Br:13])[CH:12]=[C:7]2[C:6]=1[O:15][CH2:16][C:17]([O:19]C(C)(C)C)=[O:18])=[O:4].[Li+].[OH-]. Product: [Br:13][C:11]1[CH:12]=[C:7]2[C:6]([O:15][CH2:16][C:17]([OH:19])=[O:18])=[C:5]([C:3]([OH:4])=[O:2])[S:14][C:8]2=[N:9][CH:10]=1. The catalyst class is: 20. (2) Reactant: [CH3:1][NH2:2].[F:3][C:4]1[CH:14]=[C:13](F)[C:12]([N+:16]([O-:18])=[O:17])=[CH:11][C:5]=1[C:6]([O:8][CH2:9][CH3:10])=[O:7].O. Product: [F:3][C:4]1[CH:14]=[C:13]([NH:2][CH3:1])[C:12]([N+:16]([O-:18])=[O:17])=[CH:11][C:5]=1[C:6]([O:8][CH2:9][CH3:10])=[O:7]. The catalyst class is: 1.